This data is from Forward reaction prediction with 1.9M reactions from USPTO patents (1976-2016). The task is: Predict the product of the given reaction. (1) Given the reactants [CH:1]([O:4][C:5]1[C:10]([C:11]([F:14])([F:13])[F:12])=[CH:9][C:8]([N+:15]([O-])=O)=[CH:7][C:6]=1[N:18]1[C:22](=[O:23])[N:21]([CH3:24])[N:20]=[N:19]1)([CH3:3])[CH3:2], predict the reaction product. The product is: [NH2:15][C:8]1[CH:9]=[C:10]([C:11]([F:12])([F:14])[F:13])[C:5]([O:4][CH:1]([CH3:3])[CH3:2])=[C:6]([N:18]2[C:22](=[O:23])[N:21]([CH3:24])[N:20]=[N:19]2)[CH:7]=1. (2) Given the reactants [CH2:1]([OH:4])[CH:2]=[CH2:3].[CH2:5]([C@@H:7]1[O:9][CH2:8]1)[Cl:6], predict the reaction product. The product is: [CH2:1]([O:4][CH2:8][C@@H:7]([OH:9])[CH2:5][Cl:6])[CH:2]=[CH2:3].